Dataset: Forward reaction prediction with 1.9M reactions from USPTO patents (1976-2016). Task: Predict the product of the given reaction. (1) Given the reactants C([S:5][CH2:6][C:7]1[CH:12]=[CH:11][CH:10]=[CH:9][C:8]=1[C:13]1(O)[CH2:18][CH2:17][N:16](C(OCC)=O)[CH2:15][CH2:14]1)(C)(C)C.C(O)(=O)C.[C:40]([O:39][C:37](O[C:37]([O:39][C:40]([CH3:43])([CH3:42])[CH3:41])=[O:38])=[O:38])([CH3:43])([CH3:42])[CH3:41], predict the reaction product. The product is: [N:16]1([C:37]([O:39][C:40]([CH3:41])([CH3:42])[CH3:43])=[O:38])[CH2:17][CH2:18][C:13]2([C:8]3[CH:9]=[CH:10][CH:11]=[CH:12][C:7]=3[CH2:6][S:5]2)[CH2:14][CH2:15]1. (2) Given the reactants [Br:1][C:2]1[CH:10]=[C:9]2[C:5]([CH:6]=[C:7]([C:11]([N:13]3[CH2:18][CH2:17][N:16]([S:19]([N:22]4[CH2:27][CH2:26][CH2:25][CH2:24][CH2:23]4)(=[O:21])=[O:20])[CH2:15][CH2:14]3)=[O:12])[NH:8]2)=[CH:4][C:3]=1[O:28][CH:29]1[CH2:34][CH2:33][N:32]([CH:35]([CH3:37])[CH3:36])[CH2:31][CH2:30]1.C(=O)([O-])[O-].[Cs+].[Cs+].CS(O[CH:49]([CH3:51])[CH3:50])(=O)=O.C(=O)(O)[O-].[Na+], predict the reaction product. The product is: [Br:1][C:2]1[CH:10]=[C:9]2[C:5]([CH:6]=[C:7]([C:11]([N:13]3[CH2:14][CH2:15][N:16]([S:19]([N:22]4[CH2:23][CH2:24][CH2:25][CH2:26][CH2:27]4)(=[O:21])=[O:20])[CH2:17][CH2:18]3)=[O:12])[N:8]2[CH:49]([CH3:51])[CH3:50])=[CH:4][C:3]=1[O:28][CH:29]1[CH2:30][CH2:31][N:32]([CH:35]([CH3:37])[CH3:36])[CH2:33][CH2:34]1. (3) Given the reactants Br[C:2]1[C:3]([CH:13]2[CH2:15][CH2:14]2)=[C:4]2[C:8](=[CH:9][CH:10]=1)[N:7]([CH3:11])[C:6](=[O:12])[CH2:5]2.[B:16]1([B:16]2[O:20][C:19]([CH3:22])([CH3:21])[C:18]([CH3:24])([CH3:23])[O:17]2)[O:20][C:19]([CH3:22])([CH3:21])[C:18]([CH3:24])([CH3:23])[O:17]1.C([O-])(=O)C.[K+].ClCCl, predict the reaction product. The product is: [CH:13]1([C:3]2[C:2]([B:16]3[O:20][C:19]([CH3:22])([CH3:21])[C:18]([CH3:24])([CH3:23])[O:17]3)=[CH:10][CH:9]=[C:8]3[C:4]=2[CH2:5][C:6](=[O:12])[N:7]3[CH3:11])[CH2:15][CH2:14]1. (4) Given the reactants [CH3:1][Si:2]([CH3:28])([CH3:27])[CH2:3][CH2:4][O:5][CH2:6][N:7]1[C:11]2[N:12]=[CH:13][N:14]=[C:15]([C:16]3[CH:17]=[N:18][N:19]([CH:21]([CH2:25][CH3:26])[CH2:22][CH:23]=[O:24])[CH:20]=3)[C:10]=2[CH:9]=[CH:8]1.CO.[BH4-].[Na+], predict the reaction product. The product is: [CH3:27][Si:2]([CH3:1])([CH3:28])[CH2:3][CH2:4][O:5][CH2:6][N:7]1[C:11]2[N:12]=[CH:13][N:14]=[C:15]([C:16]3[CH:17]=[N:18][N:19]([CH:21]([CH2:25][CH3:26])[CH2:22][CH2:23][OH:24])[CH:20]=3)[C:10]=2[CH:9]=[CH:8]1. (5) Given the reactants [OH:1][CH2:2][C:3]1[CH:20]=[CH:19][C:6]([O:7][CH2:8][CH2:9][CH2:10][NH:11]C(=O)OC(C)(C)C)=[CH:5][CH:4]=1.[ClH:21], predict the reaction product. The product is: [ClH:21].[NH2:11][CH2:10][CH2:9][CH2:8][O:7][C:6]1[CH:19]=[CH:20][C:3]([CH2:2][OH:1])=[CH:4][CH:5]=1. (6) Given the reactants [CH3:1][N:2]([CH3:22])/[CH:3]=[N:4]/[S:5]([C:8]1[C:13]([OH:14])=[CH:12][CH:11]=[CH:10][C:9]=1[NH:15][C:16](=[O:21])[C:17]([CH3:20])([CH3:19])[CH3:18])(=[O:7])=[O:6].[CH2:23](Br)[CH:24]=[CH2:25].C([O-])([O-])=O.[K+].[K+], predict the reaction product. The product is: [CH2:25]([O:14][C:13]1[C:8]([S:5](=[O:7])(=[O:6])/[N:4]=[CH:3]/[N:2]([CH3:1])[CH3:22])=[C:9]([NH:15][C:16](=[O:21])[C:17]([CH3:19])([CH3:18])[CH3:20])[CH:10]=[CH:11][CH:12]=1)[CH:24]=[CH2:23]. (7) Given the reactants [C:1]1([C@@H:7](NC[C@H](CCC)CC(O)=O)[CH3:8])[CH:6]=[CH:5][CH:4]=[CH:3][CH:2]=1.C([O:22][CH2:23][CH3:24])(=O)C.Cl, predict the reaction product. The product is: [CH:1]1[CH:6]=[C:5]2[CH:4]=[CH:24][C:23]([OH:22])=[C:7]([C:1]3[C:2]4[C:3](=[CH:8][CH:7]=[CH:23][CH:24]=4)[CH:4]=[CH:5][C:6]=3[OH:22])[C:8]2=[CH:3][CH:2]=1. (8) Given the reactants [O:1]=[C:2]1[CH2:7][CH2:6][CH2:5][CH2:4][N:3]1[CH2:8][C:9]1[CH:17]=[CH:16][C:12]([C:13]([OH:15])=O)=[CH:11][CH:10]=1.S(Cl)(Cl)=O.[NH2:22][C:23]1[S:24][C:25]([N:33]2[CH2:38][CH2:37][O:36][CH2:35][CH2:34]2)=[C:26]([C:28]2[O:29][CH:30]=[CH:31][CH:32]=2)[N:27]=1, predict the reaction product. The product is: [O:29]1[CH:30]=[CH:31][CH:32]=[C:28]1[C:26]1[N:27]=[C:23]([NH:22][C:13](=[O:15])[C:12]2[CH:11]=[CH:10][C:9]([CH2:8][N:3]3[CH2:4][CH2:5][CH2:6][CH2:7][C:2]3=[O:1])=[CH:17][CH:16]=2)[S:24][C:25]=1[N:33]1[CH2:38][CH2:37][O:36][CH2:35][CH2:34]1. (9) The product is: [CH3:1][O:2][C:3]1[CH:4]=[C:5]([CH2:11][C:12]([N:15]2[CH2:20][CH2:19][CH:18]([CH2:21][CH2:22][OH:23])[CH2:17][CH2:16]2)=[O:14])[CH:6]=[CH:7][C:8]=1[O:9][CH3:10]. Given the reactants [CH3:1][O:2][C:3]1[CH:4]=[C:5]([CH2:11][C:12]([OH:14])=O)[CH:6]=[CH:7][C:8]=1[O:9][CH3:10].[NH:15]1[CH2:20][CH2:19][CH:18]([CH2:21][CH2:22][OH:23])[CH2:17][CH2:16]1.Cl.CN(C)CCCN=C=NCC, predict the reaction product.